This data is from Catalyst prediction with 721,799 reactions and 888 catalyst types from USPTO. The task is: Predict which catalyst facilitates the given reaction. (1) Reactant: [F:1][C:2]([F:15])([CH:6]([O:9][C:10](=[O:14])[C:11]([CH3:13])=[CH2:12])[CH2:7][CH3:8])[C:3]([OH:5])=[O:4].[CH2:16]1[CH2:21][CH2:20][CH:19](N=C=N[CH:16]2[CH2:21][CH2:20][CH2:19][CH2:18][CH2:17]2)[CH2:18][CH2:17]1.C1(O)C=CC=CC=1.Cl. Product: [C:16]1([O:4][C:3](=[O:5])[C:2]([F:15])([F:1])[CH:6]([O:9][C:10](=[O:14])[C:11]([CH3:13])=[CH2:12])[CH2:7][CH3:8])[CH:21]=[CH:20][CH:19]=[CH:18][CH:17]=1. The catalyst class is: 154. (2) Reactant: [OH:1][C:2]1[CH:7]=[C:6]([CH3:8])[O:5][C:4](=[O:9])[CH:3]=1.[CH2:10](Br)[C:11]1[CH:16]=[CH:15][CH:14]=[CH:13][CH:12]=1.C1CCN2C(=NCCC2)CC1. Product: [CH2:10]([O:1][C:2]1[CH:7]=[C:6]([CH3:8])[O:5][C:4](=[O:9])[CH:3]=1)[C:11]1[CH:16]=[CH:15][CH:14]=[CH:13][CH:12]=1. The catalyst class is: 10. (3) Reactant: C(N(CC)C(C)C)(C)C.C(=O)([O-])[O-].[K+].[K+].[CH3:16][O:17][C:18](=[O:21])[CH2:19]Cl.[Br:22][C:23]1[CH:28]=[CH:27][C:26]([N:29]2[CH2:34][CH2:33][NH:32][CH2:31][CH2:30]2)=[CH:25][CH:24]=1. Product: [Br:22][C:23]1[CH:24]=[CH:25][C:26]([N:29]2[CH2:34][CH2:33][N:32]([CH2:19][C:18]([O:17][CH3:16])=[O:21])[CH2:31][CH2:30]2)=[CH:27][CH:28]=1. The catalyst class is: 213. (4) The catalyst class is: 11. Reactant: [CH3:1][O:2][C:3]1[CH:4]=[C:5]2[C:10](=[CH:11][C:12]=1[O:13][CH3:14])[N:9]=[CH:8][CH:7]=[C:6]2[O:15][C:16]1[CH:22]=[CH:21][C:19]([NH2:20])=[CH:18][CH:17]=1.C(O)C.[Cl:26][C:27]1[CH:32]=[CH:31][C:30]([C:33]([N:35]=[C:36]=[S:37])=[O:34])=[CH:29][CH:28]=1. Product: [Cl:26][C:27]1[CH:32]=[CH:31][C:30]([C:33]([NH:35][C:36]([NH:20][C:19]2[CH:21]=[CH:22][C:16]([O:15][C:6]3[C:5]4[C:10](=[CH:11][C:12]([O:13][CH3:14])=[C:3]([O:2][CH3:1])[CH:4]=4)[N:9]=[CH:8][CH:7]=3)=[CH:17][CH:18]=2)=[S:37])=[O:34])=[CH:29][CH:28]=1. (5) Reactant: [CH3:1][O:2][C:3]1[CH:8]=[CH:7][C:6]([C:9]2[CH:14]=[CH:13][C:12]([C:15]([OH:17])=[O:16])=[C:11]([N+:18]([O-])=O)[CH:10]=2)=[CH:5][CH:4]=1. Product: [NH2:18][C:11]1[CH:10]=[C:9]([C:6]2[CH:7]=[CH:8][C:3]([O:2][CH3:1])=[CH:4][CH:5]=2)[CH:14]=[CH:13][C:12]=1[C:15]([OH:17])=[O:16]. The catalyst class is: 381. (6) Reactant: Br[C:2]1[CH:3]=[C:4]2[C:9](=[CH:10][CH:11]=1)[CH:8]=[N:7][CH:6]=[C:5]2[Cl:12].[CH3:13][C:14]1([S:17]([NH2:20])(=[O:19])=[O:18])[CH2:16][CH2:15]1.[O-]P([O-])([O-])=O.[K+].[K+].[K+].CC1(C)C2C(=C(P(C3C=CC=CC=3)C3C=CC=CC=3)C=CC=2)OC2C(P(C3C=CC=CC=3)C3C=CC=CC=3)=CC=CC1=2. Product: [Cl:12][C:5]1[C:4]2[C:9](=[CH:10][CH:11]=[C:2]([NH:20][S:17]([C:14]3([CH3:13])[CH2:16][CH2:15]3)(=[O:19])=[O:18])[CH:3]=2)[CH:8]=[N:7][CH:6]=1. The catalyst class is: 187.